From a dataset of Catalyst prediction with 721,799 reactions and 888 catalyst types from USPTO. Predict which catalyst facilitates the given reaction. (1) Reactant: CS([O:5][CH2:6][C:7]1[N:11]([C:12]2[CH:17]=[CH:16][C:15]([C:18]([NH:20][CH2:21][CH3:22])=[O:19])=[CH:14][CH:13]=2)[N:10]=[N:9][C:8]=1[C:23]([NH:25][CH:26]1[CH2:28][CH2:27]1)=[O:24])(=O)=O.C(=O)([O-])[O-].[K+].[K+].[F:35][CH:36]([F:39])[CH2:37]O. Product: [CH:26]1([NH:25][C:23]([C:8]2[N:9]=[N:10][N:11]([C:12]3[CH:17]=[CH:16][C:15]([C:18]([NH:20][CH2:21][CH3:22])=[O:19])=[CH:14][CH:13]=3)[C:7]=2[CH2:6][O:5][CH2:37][CH:36]([F:39])[F:35])=[O:24])[CH2:28][CH2:27]1. The catalyst class is: 115. (2) Product: [CH2:15]([O:2][C:1]1[CH:3]=[C:4]([OH:5])[CH:6]=[CH:7][CH:8]=1)[C:16]1[CH:21]=[CH:20][CH:19]=[CH:18][CH:17]=1. The catalyst class is: 35. Reactant: [C:1]1([CH:8]=[CH:7][CH:6]=[C:4]([OH:5])[CH:3]=1)[OH:2].C(=O)([O-])[O-].[K+].[K+].[CH2:15](Br)[C:16]1[CH:21]=[CH:20][CH:19]=[CH:18][CH:17]=1.C(OCC)(=O)C. (3) Reactant: [Br:1][C:2]1[CH:11]=[CH:10][C:9]2[C:4](=[CH:5][CH:6]=[C:7](Br)[N:8]=2)[N:3]=1.[CH3:13][O-:14].[Na+]. Product: [Br:1][C:2]1[CH:11]=[CH:10][C:9]2[C:4](=[CH:5][CH:6]=[C:7]([O:14][CH3:13])[N:8]=2)[N:3]=1. The catalyst class is: 5. (4) The catalyst class is: 35. Product: [CH3:9][O:10][C:11]1[CH:12]=[C:13]([CH:17]=[CH:18][C:19]=1[N+:20]([O-:22])=[O:21])[C:14]([O:16][CH2:1][C:2]1[CH:7]=[CH:6][CH:5]=[CH:4][CH:3]=1)=[O:15]. Reactant: [CH2:1](Br)[C:2]1[CH:7]=[CH:6][CH:5]=[CH:4][CH:3]=1.[CH3:9][O:10][C:11]1[CH:12]=[C:13]([CH:17]=[CH:18][C:19]=1[N+:20]([O-:22])=[O:21])[C:14]([OH:16])=[O:15].C(=O)([O-])[O-].[K+].[K+].ClCCl.CO. (5) Reactant: [C:1]([NH:4][C:5]1[CH:6]=[C:7]([CH:13]=[CH:14][CH:15]=1)[O:8][CH2:9][C:10]([OH:12])=O)(=[O:3])[CH3:2].[NH2:16][CH2:17][CH:18]([OH:30])[CH2:19][N:20]1[CH2:29][CH2:28][C:27]2[C:22](=[CH:23][CH:24]=[CH:25][CH:26]=2)[CH2:21]1.CN(C(ON1N=NC2C=CC=NC1=2)=[N+](C)C)C.F[P-](F)(F)(F)(F)F. Product: [C:1]([NH:4][C:5]1[CH:6]=[C:7]([CH:13]=[CH:14][CH:15]=1)[O:8][CH2:9][C:10]([NH:16][CH2:17][CH:18]([OH:30])[CH2:19][N:20]1[CH2:29][CH2:28][C:27]2[C:22](=[CH:23][CH:24]=[CH:25][CH:26]=2)[CH2:21]1)=[O:12])(=[O:3])[CH3:2]. The catalyst class is: 2.